This data is from Forward reaction prediction with 1.9M reactions from USPTO patents (1976-2016). The task is: Predict the product of the given reaction. (1) Given the reactants [Br:1][C:2]1[CH:3]=[CH:4][C:5]2[C:11]3[S:12][C:13]([C:15]([N:17]([C:19]4[CH:20]=[C:21]([CH:25]=[CH:26][C:27]=4[Cl:28])[C:22](O)=[O:23])[CH3:18])=[O:16])=[CH:14][C:10]=3[CH2:9][CH2:8][O:7][C:6]=2[CH:29]=1.CCN=C=NCCCN(C)C.C1C=CC2N(O)N=NC=2C=1.CCN(C(C)C)C(C)C.[NH2:60][CH2:61][C@@H:62]([OH:64])[CH3:63], predict the reaction product. The product is: [Br:1][C:2]1[CH:3]=[CH:4][C:5]2[C:11]3[S:12][C:13]([C:15]([N:17]([C:19]4[CH:20]=[C:21]([C:22](=[O:23])[NH:60][CH2:61][C@@H:62]([OH:64])[CH3:63])[CH:25]=[CH:26][C:27]=4[Cl:28])[CH3:18])=[O:16])=[CH:14][C:10]=3[CH2:9][CH2:8][O:7][C:6]=2[CH:29]=1. (2) Given the reactants Cl[C:2]1[N:11]=[C:10](Cl)[C:9]2[C:4](=[CH:5][CH:6]=[C:7]([CH3:13])[CH:8]=2)[N:3]=1.[NH2:14][CH2:15][C:16]1([NH:20][CH2:21][C:22]2[CH:27]=[CH:26][CH:25]=[CH:24][CH:23]=2)[CH2:19][O:18][CH2:17]1.[S:28]1(=[O:39])[C:34]2[CH:35]=[CH:36][CH:37]=[CH:38][C:33]=2[CH2:32][NH:31][CH2:30][CH2:29]1, predict the reaction product. The product is: [CH2:21]([NH:20][C:16]1([CH2:15][NH:14][C:10]2[C:9]3[C:4](=[CH:5][CH:6]=[C:7]([CH3:13])[CH:8]=3)[N:3]=[C:2]([N:31]3[CH2:32][C:33]4[CH:38]=[CH:37][CH:36]=[CH:35][C:34]=4[S:28](=[O:39])[CH2:29][CH2:30]3)[N:11]=2)[CH2:19][O:18][CH2:17]1)[C:22]1[CH:27]=[CH:26][CH:25]=[CH:24][CH:23]=1. (3) Given the reactants Br[C:2]1[CH:10]=[CH:9][CH:8]=[C:7]2[C:3]=1[CH2:4][N:5]([CH2:12][CH2:13][C:14]1[CH:23]=[CH:22][C:21]3[C:16](=[CH:17][CH:18]=[CH:19][N:20]=3)[N:15]=1)[C:6]2=[O:11].CC([O-])=O.[K+].[CH3:29][C:30]1([CH3:46])[C:34]([CH3:36])([CH3:35])[O:33][B:32]([B:32]2[O:33][C:34]([CH3:36])([CH3:35])[C:30]([CH3:46])([CH3:29])[O:31]2)[O:31]1.O1CCOCC1, predict the reaction product. The product is: [N:15]1[C:16]2[C:21](=[N:20][CH:19]=[CH:18][CH:17]=2)[CH:22]=[CH:23][C:14]=1[CH2:13][CH2:12][N:5]1[CH2:4][C:3]2[C:7](=[CH:8][CH:9]=[CH:10][C:2]=2[B:32]2[O:33][C:34]([CH3:36])([CH3:35])[C:30]([CH3:46])([CH3:29])[O:31]2)[C:6]1=[O:11]. (4) Given the reactants Cl[C:2]1[CH:7]=[CH:6][N:5]=[C:4]([C:8]2[N:12]3[CH:13]=[C:14]([F:17])[CH:15]=[CH:16][C:11]3=[N:10][CH:9]=2)[N:3]=1.[N:18]1[CH:23]=[CH:22][CH:21]=[CH:20][C:19]=1[CH2:24][NH2:25].C1(P(C2CCCCC2)C2C=CC=CC=2C2C(N(C)C)=CC=CC=2)CCCCC1.CC(C)([O-])C.[Na+], predict the reaction product. The product is: [F:17][C:14]1[CH:15]=[CH:16][C:11]2[N:12]([C:8]([C:4]3[N:3]=[C:2]([NH:25][CH2:24][C:19]4[CH:20]=[CH:21][CH:22]=[CH:23][N:18]=4)[CH:7]=[CH:6][N:5]=3)=[CH:9][N:10]=2)[CH:13]=1. (5) The product is: [C:1]([N:32]1[CH2:31][CH2:30][CH:29]([CH2:28][O:27][C:26]2[CH:25]=[CH:24][C:23]([F:22])=[CH:36][CH:35]=2)[CH2:34][CH2:33]1)(=[O:4])[CH:2]=[CH2:3]. Given the reactants [C:1](O)(=[O:4])[CH:2]=[CH2:3].CN1CCOCC1.ClC(OCC(C)C)=O.Cl.[F:22][C:23]1[CH:36]=[CH:35][C:26]([O:27][CH2:28][CH:29]2[CH2:34][CH2:33][NH:32][CH2:31][CH2:30]2)=[CH:25][CH:24]=1, predict the reaction product. (6) Given the reactants [O:1]([C:8]1[CH:9]=[C:10]([CH:13]=[CH:14][CH:15]=1)[CH:11]=O)[C:2]1[CH:7]=[CH:6][CH:5]=[CH:4][CH:3]=1.[C:16]([NH:19][NH2:20])([NH2:18])=[NH:17].[ClH:21], predict the reaction product. The product is: [ClH:21].[O:1]([C:8]1[CH:9]=[C:10]([CH:13]=[CH:14][CH:15]=1)[CH:11]=[N:20][NH:19][C:16]([NH2:18])=[NH:17])[C:2]1[CH:7]=[CH:6][CH:5]=[CH:4][CH:3]=1. (7) Given the reactants C([O:3][C:4]([C:6]1[N:7]=[C:8]([CH:11]2[CH2:16][CH2:15][N:14]([C:17](=[O:29])[CH2:18][N:19]3[C:23]([CH3:24])=[CH:22][C:21]([C:25]([F:28])([F:27])[F:26])=[N:20]3)[CH2:13][CH2:12]2)[S:9][CH:10]=1)=[O:5])C.[OH-].[Na+].Cl, predict the reaction product. The product is: [CH3:24][C:23]1[N:19]([CH2:18][C:17]([N:14]2[CH2:15][CH2:16][CH:11]([C:8]3[S:9][CH:10]=[C:6]([C:4]([OH:5])=[O:3])[N:7]=3)[CH2:12][CH2:13]2)=[O:29])[N:20]=[C:21]([C:25]([F:28])([F:26])[F:27])[CH:22]=1. (8) Given the reactants [NH:1]1[CH2:6][CH2:5][NH:4][CH2:3][C:2]1=[O:7].CN(C=O)C.C(N(CC)CC)C.[Cl:20][C:21]1[CH:28]=[C:27](F)[CH:26]=[CH:25][C:22]=1[C:23]#[N:24], predict the reaction product. The product is: [Cl:20][C:21]1[CH:28]=[C:27]([N:4]2[CH2:5][CH2:6][NH:1][C:2](=[O:7])[CH2:3]2)[CH:26]=[CH:25][C:22]=1[C:23]#[N:24]. (9) The product is: [CH2:19]([O:18][C:11]1[CH:10]=[C:9]([CH2:8][CH:2]([NH:1][CH:21]=[O:22])[CH2:3][O:4][C:5](=[O:7])[CH3:6])[CH:14]=[CH:13][C:12]=1[O:15][CH2:16][CH3:17])[CH3:20]. Given the reactants [NH2:1][CH:2]([CH2:8][C:9]1[CH:14]=[CH:13][C:12]([O:15][CH2:16][CH3:17])=[C:11]([O:18][CH2:19][CH3:20])[CH:10]=1)[CH2:3][O:4][C:5](=[O:7])[CH3:6].[CH:21](O)=[O:22], predict the reaction product.